Dataset: Reaction yield outcomes from USPTO patents with 853,638 reactions. Task: Predict the reaction yield, written as a fraction of the theoretical maximum amount of product (1.0 means a 100% yield; for example, 0.34 means a 34% yield). (1) The reactants are [NH2:1][CH2:2][C@@H:3]([F:8])[C:4]([CH3:7])([OH:6])[CH3:5].[O:9](C(OC(C)(C)C)=O)[C:10]([O:12][C:13]([CH3:16])([CH3:15])[CH3:14])=O. The catalyst is C(Cl)Cl. The product is [C:13]([O:12][C:10](=[O:9])[NH:1][CH2:2][C@@H:3]([F:8])[C:4]([OH:6])([CH3:7])[CH3:5])([CH3:16])([CH3:15])[CH3:14]. The yield is 0.890. (2) The reactants are O=[CH:2][CH2:3][CH2:4][CH2:5][NH:6][C:7]([N:9]1[CH2:14][CH2:13][CH:12]([C:15]2[CH:20]=[CH:19][CH:18]=[CH:17][CH:16]=2)[CH2:11][CH2:10]1)=[O:8].[CH2:21]([NH:24][CH:25]1[CH2:33][CH2:32][C:28]2[N:29]=[CH:30][S:31][C:27]=2[CH2:26]1)[CH2:22][CH3:23].C(O[BH-](OC(=O)C)OC(=O)C)(=O)C.[Na+]. The catalyst is ClCCCl. The product is [C:15]1([CH:12]2[CH2:13][CH2:14][N:9]([C:7]([NH:6][CH2:5][CH2:4][CH2:3][CH2:2][N:24]([CH2:21][CH2:22][CH3:23])[CH:25]3[CH2:33][CH2:32][C:28]4[N:29]=[CH:30][S:31][C:27]=4[CH2:26]3)=[O:8])[CH2:10][CH2:11]2)[CH:20]=[CH:19][CH:18]=[CH:17][CH:16]=1. The yield is 0.340. (3) The catalyst is CC(O)C. The reactants are [CH3:1][C:2]1[CH:3]=[C:4]([NH2:14])[N:5]([C:7]2[CH:12]=[C:11](Cl)[N:10]=[CH:9][N:8]=2)[N:6]=1.[CH3:15][NH2:16]. The product is [NH2:14][C:4]1[N:5]([C:7]2[N:8]=[CH:9][N:10]=[C:11]([NH:16][CH3:15])[CH:12]=2)[N:6]=[C:2]([CH3:1])[CH:3]=1. The yield is 0.970. (4) The reactants are C([N:8]1[CH:12]2[CH:13]3[N:17]([CH:18]([C:32]4[CH:37]=[CH:36][CH:35]=[C:34]([O:38][CH3:39])[CH:33]=4)[C:19]4[CH:31]=[CH:30][C:22]([C:23]([N:25]([CH2:28][CH3:29])[CH2:26][CH3:27])=[O:24])=[CH:21][CH:20]=4)[CH:16]([CH:9]1[CH2:10][CH2:11]2)[CH2:15][CH2:14]3)C1C=CC=CC=1.C(N1C2C3N(C(C4C=CC=C(OC)C=4)C4C=CC(C(N(CC)CC)=O)=CC=4)C(CC2)C1CC3)C1C=CC=CC=1. No catalyst specified. The product is [CH:13]12[CH2:11][CH2:10][CH:9]3[CH:16]([CH2:15][CH2:14][CH:12]1[NH:8]3)[N:17]2[CH:18]([C:32]1[CH:37]=[CH:36][CH:35]=[C:34]([O:38][CH3:39])[CH:33]=1)[C:19]1[CH:31]=[CH:30][C:22]([C:23]([N:25]([CH2:26][CH3:27])[CH2:28][CH3:29])=[O:24])=[CH:21][CH:20]=1. The yield is 0.900. (5) The reactants are [Si:1]([O:8][CH2:9][C@H:10]([OH:12])[CH3:11])([C:4]([CH3:7])([CH3:6])[CH3:5])([CH3:3])[CH3:2].O[C:14]1[CH:15]=[C:16]([CH:21]=[C:22]([O:24][CH2:25][C:26]2[CH:31]=[CH:30][CH:29]=[CH:28][CH:27]=2)[CH:23]=1)[C:17]([O:19][CH3:20])=[O:18].C1(P(C2C=CC=CC=2)C2C=CC=CC=2)C=CC=CC=1.CC(OC(/N=N/C(OC(C)C)=O)=O)C. The catalyst is C1COCC1. The product is [Si:1]([O:8][CH2:9][C@H:10]([CH3:11])[O:12][C:14]1[CH:15]=[C:16]([CH:21]=[C:22]([O:24][CH2:25][C:26]2[CH:31]=[CH:30][CH:29]=[CH:28][CH:27]=2)[CH:23]=1)[C:17]([O:19][CH3:20])=[O:18])([C:4]([CH3:7])([CH3:6])[CH3:5])([CH3:3])[CH3:2]. The yield is 0.800. (6) The reactants are C(=O)([O-])[O-].[K+].[K+].[C:7]1(=[O:13])[NH:11][C:10](=[O:12])[CH2:9][CH2:8]1.[F:14][C:15]1[CH:22]=[CH:21][C:18]([CH2:19]Br)=[CH:17][CH:16]=1. The catalyst is CC(C)=O. The product is [F:14][C:15]1[CH:22]=[CH:21][C:18]([CH2:19][N:11]2[C:10](=[O:12])[CH2:9][CH2:8][C:7]2=[O:13])=[CH:17][CH:16]=1. The yield is 0.850. (7) The reactants are [CH2:1]([O:8][C:9]([N:11]1[C@@H:16]([CH2:17][O:18][CH3:19])[CH2:15][CH2:14][C@H:13]([C:20]([OH:22])=O)[CH2:12]1)=[O:10])[C:2]1[CH:7]=[CH:6][CH:5]=[CH:4][CH:3]=1.[Cl:23][C:24]1[C:25]([CH2:30][NH2:31])=[N:26][CH:27]=[CH:28][N:29]=1.CN(C(ON1N=NC2C=CC=NC1=2)=[N+](C)C)C.F[P-](F)(F)(F)(F)F.C(N(CC)CC)C. The catalyst is ClCCl. The product is [Cl:23][C:24]1[C:25]([CH2:30][NH:31][C:20]([C@@H:13]2[CH2:12][N:11]([C:9]([O:8][CH2:1][C:2]3[CH:3]=[CH:4][CH:5]=[CH:6][CH:7]=3)=[O:10])[C@@H:16]([CH2:17][O:18][CH3:19])[CH2:15][CH2:14]2)=[O:22])=[N:26][CH:27]=[CH:28][N:29]=1. The yield is 0.950.